This data is from Forward reaction prediction with 1.9M reactions from USPTO patents (1976-2016). The task is: Predict the product of the given reaction. (1) Given the reactants [OH-].[Na+].[Cl:3][C:4]1[CH:5]=[C:6]2[CH:12]=[CH:11][NH:10][C:7]2=[N:8][CH:9]=1.C1(C)C=CC=CC=1.Br[CH2:21][CH2:22][C:23]([O:25]C)=[O:24], predict the reaction product. The product is: [Cl:3][C:4]1[CH:5]=[C:6]2[CH:12]=[CH:11][N:10]([CH2:21][CH2:22][C:23]([OH:25])=[O:24])[C:7]2=[N:8][CH:9]=1. (2) Given the reactants [C:1]([C:3]1[CH:4]=[CH:5][C:6]2[O:10][C:9]([C:11]([C:17]3[C:25]([O:26][CH3:27])=[CH:24][C:23]([CH3:28])=[C:22]4[C:18]=3[CH:19]=[CH:20][N:21]4[C:29]([O:31][C:32]([CH3:35])([CH3:34])[CH3:33])=[O:30])([OH:16])[C:12]([F:15])([F:14])[F:13])=[N:8][C:7]=2[CH:36]=1)#[N:2].Br[CH2:38][C:39]([O:41][CH3:42])=[O:40], predict the reaction product. The product is: [C:1]([C:3]1[CH:4]=[CH:5][C:6]2[O:10][C:9]([C:11]([C:17]3[C:25]([O:26][CH3:27])=[CH:24][C:23]([CH3:28])=[C:22]4[C:18]=3[CH:19]=[CH:20][N:21]4[C:29]([O:31][C:32]([CH3:33])([CH3:35])[CH3:34])=[O:30])([O:16][CH2:38][C:39]([O:41][CH3:42])=[O:40])[C:12]([F:14])([F:13])[F:15])=[N:8][C:7]=2[CH:36]=1)#[N:2]. (3) Given the reactants C[Si](C)(C)N[Si](C)(C)C.C([Li])CCC.CCCCCC.[CH2:21]([O:23][C:24](=[O:31])[CH2:25]/[N:26]=[CH:27]/[N:28]([CH3:30])[CH3:29])[CH3:22].ClC1[CH2:34][N:35]([CH2:47][C:48]2[CH:53]=[CH:52][C:51]([O:54][CH3:55])=[CH:50][C:49]=2[O:56][CH3:57])[C:36](=[O:46])[C:37]2[CH:43]=[C:42]([O:44][CH3:45])[CH:41]=[CH:40]C=2N=1.C(O)(=O)C, predict the reaction product. The product is: [CH2:21]([O:23][C:24]([C:25]1[N:26]=[CH:27][N:28]2[C:30]=1[CH2:34][N:35]([CH2:47][C:48]1[CH:53]=[CH:52][C:51]([O:54][CH3:55])=[CH:50][C:49]=1[O:56][CH3:57])[C:36](=[O:46])[C:37]1[CH:43]=[C:42]([O:44][CH3:45])[CH:41]=[CH:40][C:29]2=1)=[O:31])[CH3:22].